This data is from Reaction yield outcomes from USPTO patents with 853,638 reactions. The task is: Predict the reaction yield, written as a fraction of the theoretical maximum amount of product (1.0 means a 100% yield; for example, 0.34 means a 34% yield). (1) The reactants are [CH2:1]([N:3]1[C:11]2[C:6](=[CH:7][CH:8]=[C:9]([O:12][CH3:13])[CH:10]=2)[C:5]([C:14]#[N:15])=[C:4]1[C:16]1[CH:21]=[CH:20][C:19]([N+:22]([O-:24])=[O:23])=[CH:18][CH:17]=1)[CH3:2].[C:25](Cl)(=[O:27])[CH3:26].[Al+3].[Cl-].[Cl-].[Cl-]. The catalyst is ClCCCl. The product is [C:25]([C:8]1[CH:7]=[C:6]2[C:11](=[CH:10][C:9]=1[O:12][CH3:13])[N:3]([CH2:1][CH3:2])[C:4]([C:16]1[CH:17]=[CH:18][C:19]([N+:22]([O-:24])=[O:23])=[CH:20][CH:21]=1)=[C:5]2[C:14]#[N:15])(=[O:27])[CH3:26]. The yield is 0.290. (2) The reactants are C(N(CC)CC)C.[C:8](O)([C:10](F)(F)F)=[O:9].[NH2:15][C@@H:16]1[C:27](=[O:28])[O:26][CH2:25][C@@H:24]([C:29]2[CH:34]=[CH:33][CH:32]=[CH:31][CH:30]=2)[NH:23][C:22](=[O:35])[CH2:21][CH2:20][CH:19]=[CH:18][CH2:17]1.C(OC(=O)C)(=O)C. No catalyst specified. The product is [O:35]=[C:22]1[CH2:21][CH2:20][CH:19]=[CH:18][CH2:17][C@H:16]([NH:15][C:8](=[O:9])[CH3:10])[C:27](=[O:28])[O:26][CH2:25][C@@H:24]([C:29]2[CH:34]=[CH:33][CH:32]=[CH:31][CH:30]=2)[NH:23]1. The yield is 0.990. (3) The reactants are C1(C2C3C(=CC=CC=3)C=CC=2)C2C(=CC=CC=2)C=CC=1P1C(C)(C)CC2(OCCO2)CC1(C)C.C(N(CC)CC)C.Br[C:43]1[CH:48]=[CH:47][CH:46]=[CH:45][CH:44]=1.[CH2:49]([O:51][P:52]([O-:56])[O:53][CH2:54][CH3:55])[CH3:50]. The catalyst is C([O-])(=O)C.[Pd+2].C([O-])(=O)C.C(O)C. The product is [C:43]1([P:52](=[O:56])([O:53][CH2:54][CH3:55])[O:51][CH2:49][CH3:50])[CH:48]=[CH:47][CH:46]=[CH:45][CH:44]=1. The yield is 0.590. (4) The reactants are [NH:1]([C:5]1[C:14]2[C:9](=[C:10]([Cl:15])[CH:11]=[CH:12][CH:13]=2)[CH:8]=[CH:7][CH:6]=1)C(C)=O.[OH-].[Na+]. The product is [NH2:1][C:5]1[C:14]2[C:9](=[C:10]([Cl:15])[CH:11]=[CH:12][CH:13]=2)[CH:8]=[CH:7][CH:6]=1. The catalyst is CCO. The yield is 0.980. (5) The reactants are C(OC([NH:8][CH:9]([C:28](=[O:32])[N:29]([CH3:31])[CH3:30])[CH2:10][C:11]1[CH:16]=[CH:15][C:14]([C:17]2[CH:22]=[CH:21][C:20]([CH2:23][CH2:24][C:25]([OH:27])=[O:26])=[CH:19][CH:18]=2)=[CH:13][CH:12]=1)=O)(C)(C)C.C(Cl)[Cl:34]. No catalyst specified. The product is [ClH:34].[NH2:8][CH:9]([C:28](=[O:32])[N:29]([CH3:31])[CH3:30])[CH2:10][C:11]1[CH:12]=[CH:13][C:14]([C:17]2[CH:22]=[CH:21][C:20]([CH2:23][CH2:24][C:25]([OH:27])=[O:26])=[CH:19][CH:18]=2)=[CH:15][CH:16]=1. The yield is 0.830. (6) The product is [Cl:42][C:39]1[CH:40]=[CH:41][C:36]([S:33]([NH:32][C:26]2[CH:27]=[C:28]([Cl:31])[CH:29]=[CH:30][C:25]=2[S:24][CH:68]2[CH2:69][CH2:70][C:66](=[O:71])[CH2:67]2)(=[O:34])=[O:35])=[CH:37][C:38]=1[C:43]([F:46])([F:45])[F:44]. The reactants are [Cl:31][C:28]1[CH:29]=[CH:30][C:25]([S:24][S:24][C:25]2[CH:30]=[CH:29][C:28]([Cl:31])=[CH:27][C:26]=2[NH:32][S:33]([C:36]2[CH:41]=[CH:40][C:39]([Cl:42])=[C:38]([C:43]([F:46])([F:45])[F:44])[CH:37]=2)(=[O:35])=[O:34])=[C:26]([NH:32][S:33]([C:36]2[CH:41]=[CH:40][C:39]([Cl:42])=[C:38]([C:43]([F:44])([F:45])[F:46])[CH:37]=2)(=[O:34])=[O:35])[CH:27]=1.C1(P(C2C=CC=CC=2)C2C=CC=CC=2)C=CC=CC=1.[C:66]1(=[O:71])[CH2:70][CH2:69][CH:68]=[CH:67]1.CC1C=CC(S(O)(=O)=O)=CC=1. The catalyst is C(Cl)Cl.CO.O. The yield is 1.00. (7) The reactants are [CH2:1]([N:3]1[CH2:8][CH2:7][C:6](=O)[CH2:5][CH2:4]1)[CH3:2].[C:10]([NH:17][CH:18]1[CH2:23][CH2:22][NH:21][CH2:20][CH2:19]1)([O:12][C:13]([CH3:16])([CH3:15])[CH3:14])=[O:11].C(O[BH-](OC(=O)C)OC(=O)C)(=O)C.[Na+].O. The catalyst is C1COCC1.CC(O)=O. The product is [CH2:1]([N:3]1[CH2:8][CH2:7][CH:6]([N:21]2[CH2:20][CH2:19][CH:18]([NH:17][C:10](=[O:11])[O:12][C:13]([CH3:15])([CH3:14])[CH3:16])[CH2:23][CH2:22]2)[CH2:5][CH2:4]1)[CH3:2]. The yield is 0.850.